This data is from Full USPTO retrosynthesis dataset with 1.9M reactions from patents (1976-2016). The task is: Predict the reactants needed to synthesize the given product. (1) Given the product [NH2:10][CH:9]([CH2:14][C:15]1[CH:20]=[CH:19][CH:18]=[C:17]([O:21][C:22]([F:27])([F:26])[CH:23]([F:25])[F:24])[CH:16]=1)[CH:8]([C:4]1[CH:5]=[CH:6][CH:7]=[C:2]([F:1])[CH:3]=1)[OH:12], predict the reactants needed to synthesize it. The reactants are: [F:1][C:2]1[CH:3]=[C:4]([CH:8]2[O:12]C(=O)[NH:10][CH:9]2[CH2:14][C:15]2[CH:20]=[CH:19][CH:18]=[C:17]([O:21][C:22]([F:27])([F:26])[CH:23]([F:25])[F:24])[CH:16]=2)[CH:5]=[CH:6][CH:7]=1.[OH-].[Na+]. (2) Given the product [NH4+:1].[OH-:11].[O:11]1[CH2:12][CH2:13][O:14][CH2:15][CH:10]1[CH2:9][N:6]1[CH:5]=[C:4]([CH3:7])[S:3][C:2]1=[NH:1], predict the reactants needed to synthesize it. The reactants are: [NH2:1][C:2]1[S:3][C:4]([CH3:7])=[CH:5][N:6]=1.I[CH2:9][CH:10]1[CH2:15][O:14][CH2:13][CH2:12][O:11]1. (3) Given the product [CH3:1][C:2]1[N:3]([N:13]([CH2:14][C:15]#[CH:16])[C:30](=[O:31])[CH2:29][CH:28]([S:27][CH3:26])[CH3:17])[CH:4]=[C:5]([C:7]2[CH:8]=[N:9][CH:10]=[CH:11][CH:12]=2)[N:6]=1, predict the reactants needed to synthesize it. The reactants are: [CH3:1][C:2]1[N:3]([NH:13][CH2:14][C:15]#[CH:16])[CH:4]=[C:5]([C:7]2[CH:8]=[N:9][CH:10]=[CH:11][CH:12]=2)[N:6]=1.[CH2:17](N(C(C)C)C(C)C)C.[CH3:26][S:27][CH2:28][CH2:29][C:30](Cl)=[O:31]. (4) The reactants are: Br[C:2]1[N:9]=[CH:8][CH:7]=[CH:6][C:3]=1[CH:4]=[O:5].[CH:10]([B-](F)(F)F)=[CH2:11].[K+]. Given the product [CH:10]([C:2]1[N:9]=[CH:8][CH:7]=[CH:6][C:3]=1[CH:4]=[O:5])=[CH2:11], predict the reactants needed to synthesize it. (5) Given the product [CH3:26][NH:25][C:13]1[S:14][C@H:15]2[O:16][C@H:17]([C@:18]([OH:24])([CH3:23])[C:19]([F:20])([F:21])[F:22])[C@@H:9]([OH:8])[CH2:10][C@H:11]2[N:12]=1, predict the reactants needed to synthesize it. The reactants are: C([O:8][C@@H:9]1[C@@H:17]([C@:18]([OH:24])([CH3:23])[C:19]([F:22])([F:21])[F:20])[O:16][C@H:15]2[C@H:11]([N:12]=[C:13]([N:25](C)[C:26](=O)OC(C)(C)C)[S:14]2)[CH2:10]1)C1C=CC=CC=1.B(Cl)(Cl)Cl. (6) Given the product [CH3:50][N:51]([CH3:53])[CH2:52][C@@H:47]([OH:48])[CH2:46][O:45][C:2]([CH3:44])([CH3:1])[CH2:3][N:4]1[CH:8]=[CH:7][C:6]([NH:9][C:10]([CH:12]2[CH:16]([C:17]3[CH:22]=[CH:21][CH:20]=[C:19]([Cl:23])[C:18]=3[F:24])[C:15]([C:27]3[CH:32]=[CH:31][C:30]([Cl:33])=[CH:29][C:28]=3[F:34])([C:25]#[N:26])[CH:14]([CH2:35][C:36]([CH3:39])([CH3:38])[CH3:37])[N:13]2[CH2:40][CH:41]2[CH2:43][CH2:42]2)=[O:11])=[N:5]1, predict the reactants needed to synthesize it. The reactants are: [CH3:1][C:2]([O:45][CH2:46][C@H:47]1C[O:48]1)([CH3:44])[CH2:3][N:4]1[CH:8]=[CH:7][C:6]([NH:9][C:10]([CH:12]2[CH:16]([C:17]3[CH:22]=[CH:21][CH:20]=[C:19]([Cl:23])[C:18]=3[F:24])[C:15]([C:27]3[CH:32]=[CH:31][C:30]([Cl:33])=[CH:29][C:28]=3[F:34])([C:25]#[N:26])[CH:14]([CH2:35][C:36]([CH3:39])([CH3:38])[CH3:37])[N:13]2[CH2:40][CH:41]2[CH2:43][CH2:42]2)=[O:11])=[N:5]1.[CH3:50][NH:51][CH3:52].[CH3:53]C(O)C. (7) Given the product [CH3:1][O:2][C:3]([C:5]1[CH:6]=[CH:7][C:8]2[S:12][C:11]([NH:13][CH:14]3[CH2:15][CH2:16][N:17]([C:40]([O:39][C:35]([CH3:38])([CH3:37])[CH3:36])=[O:41])[CH2:18][CH2:19]3)=[N:10][C:9]=2[CH:20]=1)=[O:4], predict the reactants needed to synthesize it. The reactants are: [CH3:1][O:2][C:3]([C:5]1[CH:6]=[CH:7][C:8]2[S:12][C:11]([NH:13][CH:14]3[CH2:19][CH2:18][NH:17][CH2:16][CH2:15]3)=[N:10][C:9]=2[CH:20]=1)=[O:4].COC(C1C=CC2SC(Cl)=NC=2C=1)=O.[C:35]([O:39][C:40](N1CCC(N)CC1)=[O:41])([CH3:38])([CH3:37])[CH3:36]. (8) Given the product [F:19][C:20]([F:30])([F:31])[C:21]1[CH:29]=[CH:28][CH:27]=[CH:26][C:22]=1[C:23]([NH:1][C:2]1[S:6][C:5]2[CH:7]3[O:12][CH:10]([CH2:11][C:4]=2[C:3]=1[C:13]([O:15][CH2:16][CH2:17][CH3:18])=[O:14])[CH2:9][CH2:8]3)=[O:24], predict the reactants needed to synthesize it. The reactants are: [NH2:1][C:2]1[S:6][C:5]2[CH:7]3[O:12][CH:10]([CH2:11][C:4]=2[C:3]=1[C:13]([O:15][CH2:16][CH2:17][CH3:18])=[O:14])[CH2:9][CH2:8]3.[F:19][C:20]([F:31])([F:30])[C:21]1[CH:29]=[CH:28][CH:27]=[CH:26][C:22]=1[C:23](Cl)=[O:24]. (9) The reactants are: [CH3:1][N:2]([CH3:19])[C:3]([C:5]1[CH:6]=[C:7]([O:15]CC=C)[C:8]2[N:9]([CH:11]=[C:12]([CH3:14])[N:13]=2)[CH:10]=1)=[O:4].[CH3:20][C:21]([CH3:23])=O. Given the product [CH3:19][N:2]([CH3:1])[C:3]([C:5]1[C:6]([CH2:23][CH:21]=[CH2:20])=[C:7]([OH:15])[C:8]2[N:9]([CH:11]=[C:12]([CH3:14])[N:13]=2)[CH:10]=1)=[O:4], predict the reactants needed to synthesize it.